From a dataset of Forward reaction prediction with 1.9M reactions from USPTO patents (1976-2016). Predict the product of the given reaction. Given the reactants CO[C:3](=[O:19])[C:4]1[CH:9]=[CH:8][C:7]([O:10][CH2:11][C:12]2[CH:17]=[CH:16][CH:15]=[CH:14][CH:13]=2)=[CH:6][C:5]=1[SH:18].Br[CH2:21][C:22]([O:24][C:25]([CH3:28])([CH3:27])[CH3:26])=[O:23].C[O-].[Na+].Cl, predict the reaction product. The product is: [C:25]([O:24][C:22]([C:21]1[S:18][C:5]2[CH:6]=[C:7]([O:10][CH2:11][C:12]3[CH:13]=[CH:14][CH:15]=[CH:16][CH:17]=3)[CH:8]=[CH:9][C:4]=2[C:3]=1[OH:19])=[O:23])([CH3:28])([CH3:27])[CH3:26].